This data is from Full USPTO retrosynthesis dataset with 1.9M reactions from patents (1976-2016). The task is: Predict the reactants needed to synthesize the given product. (1) Given the product [C:4]([O:3][C:1](=[O:2])[NH:8][C:9]1([C:12]2[O:14][N:32]=[C:30]([CH2:29][CH:28]([OH:27])[CH3:34])[N:31]=2)[CH2:10][CH2:11]1)([CH3:5])([CH3:6])[CH3:7], predict the reactants needed to synthesize it. The reactants are: [C:1]([NH:8][C:9]1([C:12]([OH:14])=O)[CH2:11][CH2:10]1)([O:3][C:4]([CH3:7])([CH3:6])[CH3:5])=[O:2].C(N1C=CN=C1)(N1C=CN=C1)=O.[OH:27][CH:28]([CH3:34])[CH2:29][C:30]([NH:32]O)=[NH:31]. (2) The reactants are: [CH3:1][C:2]([CH3:37])([O:4][C:5]([NH:7][C@H:8]([C:34]([OH:36])=[O:35])[CH2:9][C:10]1[CH:15]=[CH:14][C:13]([NH:16][C:17]([O:19][CH2:20][CH:21]2[C:33]3[CH:32]=[CH:31][CH:30]=[CH:29][C:28]=3[C:27]3[C:22]2=[CH:23][CH:24]=[CH:25][CH:26]=3)=[O:18])=[CH:12][CH:11]=1)=[O:6])[CH3:3].[CH2:38](Br)[C:39]1[CH:44]=[CH:43][CH:42]=[CH:41][CH:40]=1. Given the product [C:39]1([CH2:38][O:35][C:34](=[O:36])[C@H:8]([CH2:9][C:10]2[CH:11]=[CH:12][C:13]([NH:16][C:17]([O:19][CH2:20][CH:21]3[C:33]4[CH:32]=[CH:31][CH:30]=[CH:29][C:28]=4[C:27]4[C:22]3=[CH:23][CH:24]=[CH:25][CH:26]=4)=[O:18])=[CH:14][CH:15]=2)[NH:7][C:5]([O:4][C:2]([CH3:37])([CH3:1])[CH3:3])=[O:6])[CH:44]=[CH:43][CH:42]=[CH:41][CH:40]=1, predict the reactants needed to synthesize it. (3) Given the product [CH3:27][C:20]1[CH:19]=[C:18]([CH:23]=[CH:22][C:21]=1[N+:24]([O-:26])=[O:25])[O:1][C:2]1[CH:3]=[CH:4][C:5]2[N:6]([CH:8]=[C:9]([NH:11][C:12]([CH:14]3[CH2:15][CH2:16]3)=[O:13])[N:10]=2)[CH:7]=1, predict the reactants needed to synthesize it. The reactants are: [OH:1][C:2]1[CH:3]=[CH:4][C:5]2[N:6]([CH:8]=[C:9]([NH:11][C:12]([CH:14]3[CH2:16][CH2:15]3)=[O:13])[N:10]=2)[CH:7]=1.F[C:18]1[CH:23]=[CH:22][C:21]([N+:24]([O-:26])=[O:25])=[C:20]([CH3:27])[CH:19]=1.C(=O)([O-])[O-].[Cs+].[Cs+].[Cl-].[NH4+]. (4) Given the product [CH3:14][C:13]1[N:8]2[C:9]([S:10][C:6]([C:4]([OH:5])=[O:3])=[N:7]2)=[CH:11][N:12]=1, predict the reactants needed to synthesize it. The reactants are: C([O:3][C:4]([C:6]1[S:10][C:9]2=[CH:11][N:12]=[C:13]([CH3:14])[N:8]2[N:7]=1)=[O:5])C.[OH-].[Na+]. (5) Given the product [F:4][C:5]1[CH:10]=[C:9]([F:11])[C:8]([F:12])=[CH:7][C:6]=1[NH:13][C:14]1[O:18][C:17]([C:19]2[NH:20][C:21]3[CH:27]=[C:26]([O:28][C@@H:29]4[CH2:30][CH2:31][C@H:32]([C:35]([OH:37])=[O:36])[CH2:33][CH2:34]4)[CH:25]=[CH:24][C:22]=3[N:23]=2)=[N:16][N:15]=1, predict the reactants needed to synthesize it. The reactants are: O.[OH-].[Li+].[F:4][C:5]1[CH:10]=[C:9]([F:11])[C:8]([F:12])=[CH:7][C:6]=1[NH:13][C:14]1[O:18][C:17]([C:19]2[NH:20][C:21]3[CH:27]=[C:26]([O:28][C@@H:29]4[CH2:34][CH2:33][C@H:32]([C:35]([O:37]CC)=[O:36])[CH2:31][CH2:30]4)[CH:25]=[CH:24][C:22]=3[N:23]=2)=[N:16][N:15]=1.CO.O. (6) Given the product [CH2:17]([O:19][C:20](=[O:30])[CH:21]=[CH:22][C:23]1[CH:28]=[CH:27][CH:26]=[C:25]([NH:29][C:14]([C:2]2[CH:3]=[CH:4][C:5]3[O:6][C:7]4[CH:13]=[CH:12][CH:11]=[CH:10][C:8]=4[C:9]=3[CH:1]=2)=[O:16])[CH:24]=1)[CH3:18], predict the reactants needed to synthesize it. The reactants are: [CH:1]1[C:9]2[C:8]3[CH:10]=[CH:11][CH:12]=[CH:13][C:7]=3[O:6][C:5]=2[CH:4]=[CH:3][C:2]=1[C:14]([OH:16])=O.[CH2:17]([O:19][C:20](=[O:30])[CH:21]=[CH:22][C:23]1[CH:28]=[CH:27][CH:26]=[C:25]([NH2:29])[CH:24]=1)[CH3:18]. (7) The reactants are: [C:1]1(=[O:7])O[C:4](=[O:5])[CH:3]=[CH:2]1.[Cl:8][C:9]1[CH:15]=[CH:14][C:12]([NH2:13])=[CH:11][C:10]=1[F:16]. Given the product [Cl:8][C:9]1[CH:15]=[CH:14][C:12]([N:13]2[C:4](=[O:5])[CH:3]=[CH:2][C:1]2=[O:7])=[CH:11][C:10]=1[F:16], predict the reactants needed to synthesize it.